This data is from Forward reaction prediction with 1.9M reactions from USPTO patents (1976-2016). The task is: Predict the product of the given reaction. (1) Given the reactants [OH:1][CH2:2][CH2:3][C:4](=[O:6])[CH3:5].N1C=CC=CC=1.[C:13](Cl)(=[O:15])[CH3:14], predict the reaction product. The product is: [C:13]([O:1][CH2:2][CH2:3][C:4](=[O:6])[CH3:5])(=[O:15])[CH3:14]. (2) The product is: [Cl:40][C:28]1[CH:29]=[C:30]([CH2:35][CH2:36][CH2:37][CH2:38][OH:39])[C:31]([C:32]#[N:33])=[CH:34][C:27]=1[NH:26][C:2]1[N:7]=[C:6]([N:8]([CH:18]2[CH2:19][CH2:20]2)[CH2:9][C:10]2[CH:11]=[CH:12][C:13]([O:16][CH3:17])=[CH:14][CH:15]=2)[C:5]2=[N:21][CH:22]=[C:23]([C:24]#[N:25])[N:4]2[N:3]=1. Given the reactants Cl[C:2]1[N:7]=[C:6]([N:8]([CH:18]2[CH2:20][CH2:19]2)[CH2:9][C:10]2[CH:15]=[CH:14][C:13]([O:16][CH3:17])=[CH:12][CH:11]=2)[C:5]2=[N:21][CH:22]=[C:23]([C:24]#[N:25])[N:4]2[N:3]=1.[NH2:26][C:27]1[C:28]([Cl:40])=[CH:29][C:30]([CH2:35][CH2:36][CH2:37][CH2:38][OH:39])=[C:31]([CH:34]=1)[C:32]#[N:33].CC1(C)C2C(=C(P(C3C=CC=CC=3)C3C=CC=CC=3)C=CC=2)OC2C(P(C3C=CC=CC=3)C3C=CC=CC=3)=CC=CC1=2.C(=O)([O-])[O-].[Cs+].[Cs+], predict the reaction product. (3) Given the reactants C(OC(=O)[NH:7][C@H:8]1[CH2:13][CH2:12][C@@H:11]([N:14]2[C:19](=[O:20])[C:18]3[CH:21]=[C:22]([F:25])[CH:23]=[N:24][C:17]=3[N:16]([C:26]3[CH:27]=[C:28]([C:32]4[CH:37]=[CH:36][CH:35]=[CH:34][C:33]=4[CH2:38][N:39]([CH3:41])[CH3:40])[CH:29]=[CH:30][CH:31]=3)[C:15]2=[O:42])[CH2:10][CH2:9]1)(C)(C)C.[ClH:44], predict the reaction product. The product is: [ClH:44].[NH2:7][C@@H:8]1[CH2:13][CH2:12][C@H:11]([N:14]2[C:19](=[O:20])[C:18]3[CH:21]=[C:22]([F:25])[CH:23]=[N:24][C:17]=3[N:16]([C:26]3[CH:27]=[C:28]([C:32]4[CH:37]=[CH:36][CH:35]=[CH:34][C:33]=4[CH2:38][N:39]([CH3:40])[CH3:41])[CH:29]=[CH:30][CH:31]=3)[C:15]2=[O:42])[CH2:10][CH2:9]1. (4) Given the reactants [Cl:1][C:2]1[CH:11]=[C:10]2[C:5]([CH:6]=[CH:7][C:8](/[CH:12]=[CH:13]/[C:14]3[CH:15]=[C:16]([CH:19]=[CH:20][CH:21]=3)[CH:17]=[O:18])=[N:9]2)=[CH:4][CH:3]=1.[CH:22]([Mg]Cl)=[CH2:23].C1COCC1, predict the reaction product. The product is: [Cl:1][C:2]1[CH:11]=[C:10]2[C:5]([CH:6]=[CH:7][C:8](/[CH:12]=[CH:13]/[C:14]3[CH:15]=[C:16]([CH:17]([OH:18])[CH:22]=[CH2:23])[CH:19]=[CH:20][CH:21]=3)=[N:9]2)=[CH:4][CH:3]=1. (5) Given the reactants FC(F)(F)[C:3](O)=[O:4].[CH3:8][C:9]([NH:15][C:16]([NH:18][C:19]1C=CC=CC=1)=[O:17])([CH3:14])[C:10]([O:12][CH3:13])=[O:11].C=O.ClCCCl, predict the reaction product. The product is: [CH3:8][C:9]([N:15]1[C:16](=[O:17])[NH:18][CH2:19][O:4][CH2:3]1)([CH3:14])[C:10]([O:12][CH3:13])=[O:11]. (6) Given the reactants [CH:1]1[CH:2]=[CH:3][C:4](/[CH:7]=[CH:8]/[CH2:9][OH:10])=[CH:5][CH:6]=1.[OH-:11].[K+:12], predict the reaction product. The product is: [C:9]([O-:11])(=[O:10])[CH:8]=[CH:7][C:4]1[CH:5]=[CH:6][CH:1]=[CH:2][CH:3]=1.[K+:12]. (7) Given the reactants Br[C:2]1[CH:7]=[CH:6][C:5]([C:8]2[N:13]=[C:12]3[N:14]([CH2:27][O:28][CH2:29][CH2:30][Si:31]([CH3:34])([CH3:33])[CH3:32])[C:15]([O:17][C@H:18]4[C@H:22]5[O:23][CH2:24][C@@H:25]([OH:26])[C@H:21]5[O:20][CH2:19]4)=[N:16][C:11]3=[CH:10][C:9]=2[Cl:35])=[CH:4][CH:3]=1.[NH:36]1[CH2:41][CH2:40][CH:39]([NH:42][C:43](=[O:48])[O:44][CH:45]([CH3:47])[CH3:46])[CH2:38][CH2:37]1, predict the reaction product. The product is: [Cl:35][C:9]1[CH:10]=[C:11]2[N:16]=[C:15]([O:17][C@@H:18]3[CH2:19][O:20][C@@H:21]4[C@H:25]([OH:26])[CH2:24][O:23][C@H:22]34)[N:14]([CH2:27][O:28][CH2:29][CH2:30][Si:31]([CH3:34])([CH3:33])[CH3:32])[C:12]2=[N:13][C:8]=1[C:5]1[CH:6]=[CH:7][C:2]([N:36]2[CH2:37][CH2:38][CH:39]([NH:42][C:43](=[O:48])[O:44][CH:45]([CH3:46])[CH3:47])[CH2:40][CH2:41]2)=[CH:3][CH:4]=1.